Dataset: Reaction yield outcomes from USPTO patents with 853,638 reactions. Task: Predict the reaction yield, written as a fraction of the theoretical maximum amount of product (1.0 means a 100% yield; for example, 0.34 means a 34% yield). (1) The reactants are [NH:1]1[C:9]2[C:4](=[CH:5][CH:6]=[CH:7][CH:8]=2)[CH2:3][C:2]1=[O:10].[Cl:11][C:12]1[CH:20]=[C:19]([CH:21]=O)[CH:18]=[C:17]2[C:13]=1[CH:14]=[N:15][NH:16]2. No catalyst specified. The product is [Cl:11][C:12]1[CH:20]=[C:19](/[CH:21]=[C:3]2/[C:2](=[O:10])[NH:1][C:9]3[C:4]/2=[CH:5][CH:6]=[CH:7][CH:8]=3)[CH:18]=[C:17]2[C:13]=1[CH:14]=[N:15][NH:16]2. The yield is 0.130. (2) The reactants are CS(C)=O.[CH:5]1([N:8]2[C:17]3[C:12](=[CH:13][C:14]([F:21])=[C:15](F)[C:16]=3[O:18][CH3:19])[C:11](=[O:22])[C:10]([C:23]([OH:25])=[O:24])=[CH:9]2)[CH2:7][CH2:6]1.C(OC([NH:33][C@H:34]1[C@@H:38]([CH2:39][F:40])[CH2:37][NH:36][CH2:35]1)=O)(C)(C)C. The catalyst is C(N(CC)CC)C. The product is [NH2:33][C@H:34]1[C@@H:38]([CH2:39][F:40])[CH2:37][N:36]([C:15]2[C:16]([O:18][CH3:19])=[C:17]3[C:12]([C:11](=[O:22])[C:10]([C:23]([OH:25])=[O:24])=[CH:9][N:8]3[CH:5]3[CH2:6][CH2:7]3)=[CH:13][C:14]=2[F:21])[CH2:35]1. The yield is 0.470. (3) The product is [C:28]([O:27][C:25]([NH:24][CH:20]([CH2:19][C:16]1[CH:17]=[CH:18][C:13]([O:12][C:7]2[CH:8]=[CH:9][CH:10]=[CH:11][C:6]=2[CH2:5][CH2:4][C:3]([O:2][CH3:1])=[O:32])=[CH:14][CH:15]=1)[C:21]([OH:23])=[O:22])=[O:26])([CH3:30])([CH3:31])[CH3:29]. The catalyst is [Ni].CO. The yield is 0.980. The reactants are [CH3:1][O:2][C:3](=[O:32])[CH:4]=[CH:5][C:6]1[CH:11]=[CH:10][CH:9]=[CH:8][C:7]=1[O:12][C:13]1[CH:18]=[CH:17][C:16]([CH2:19][CH:20]([NH:24][C:25]([O:27][C:28]([CH3:31])([CH3:30])[CH3:29])=[O:26])[C:21]([OH:23])=[O:22])=[CH:15][CH:14]=1.[H][H]. (4) The reactants are FC(F)(F)C(O)=O.[CH3:8][N:9]1[CH:14]=[C:13]([C:15]2[CH:16]=[CH:17][C:18]3[O:22][C:21]([CH2:23][NH:24]C(=O)OC(C)(C)C)=[N:20][C:19]=3[C:32]=2[O:33][C:34]2[CH:39]=[CH:38][CH:37]=[CH:36][CH:35]=2)[C:12]2[CH:40]=[CH:41][N:42]([S:43]([C:46]3[CH:51]=[CH:50][C:49]([CH3:52])=[CH:48][CH:47]=3)(=[O:45])=[O:44])[C:11]=2[C:10]1=[O:53]. The catalyst is C(Cl)Cl. The product is [NH2:24][CH2:23][C:21]1[O:22][C:18]2[CH:17]=[CH:16][C:15]([C:13]3[C:12]4[CH:40]=[CH:41][N:42]([S:43]([C:46]5[CH:51]=[CH:50][C:49]([CH3:52])=[CH:48][CH:47]=5)(=[O:44])=[O:45])[C:11]=4[C:10](=[O:53])[N:9]([CH3:8])[CH:14]=3)=[C:32]([O:33][C:34]3[CH:35]=[CH:36][CH:37]=[CH:38][CH:39]=3)[C:19]=2[N:20]=1. The yield is 0.970. (5) The reactants are [C:1](Cl)(=[O:5])[CH:2]([CH3:4])[CH3:3].C(N(CC)CC)C.[C:14]1([SH:20])[CH:19]=[CH:18][CH:17]=[CH:16][CH:15]=1.CCCC(C)C.C(OCC)(=O)C. The catalyst is C1(C)C=CC=CC=1. The product is [C:1](=[O:5])([S:20][C:14]1[CH:19]=[CH:18][CH:17]=[CH:16][CH:15]=1)[CH:2]([CH3:4])[CH3:3]. The yield is 0.720.